This data is from Forward reaction prediction with 1.9M reactions from USPTO patents (1976-2016). The task is: Predict the product of the given reaction. (1) Given the reactants [Cl:1][C:2]1[CH:3]=[CH:4][C:5]2[NH:11][C:10](=[O:12])[CH2:9][C:8](=[CH:13]N(C)C)[C:7](=O)[C:6]=2[CH:18]=1.Cl.[CH:20]1([C:23]([NH2:25])=[NH:24])[CH2:22][CH2:21]1, predict the reaction product. The product is: [Cl:1][C:2]1[CH:3]=[CH:4][C:5]2[NH:11][C:10](=[O:12])[CH2:9][C:8]3[CH:13]=[N:24][C:23]([CH:20]4[CH2:22][CH2:21]4)=[N:25][C:7]=3[C:6]=2[CH:18]=1. (2) Given the reactants N(C(OCC)=O)=NC(OCC)=O.[Cl:13][C:14]1[CH:22]=[CH:21][C:17]2[CH:18]=[CH:19][O:20][C:16]=2[C:15]=1[NH:23][C:24]1[C:33]2[C:28](=[CH:29][C:30]([OH:36])=[C:31]([O:34][CH3:35])[CH:32]=2)[N:27]=[CH:26][N:25]=1.O[CH2:38][CH2:39][N:40]1[CH2:44][CH2:43][CH2:42][CH2:41]1.C1(P(C2C=CC=CC=2)C2C=CC=CC=2)C=CC=CC=1, predict the reaction product. The product is: [Cl:13][C:14]1[CH:22]=[CH:21][C:17]2[CH:18]=[CH:19][O:20][C:16]=2[C:15]=1[NH:23][C:24]1[C:33]2[C:28](=[CH:29][C:30]([O:36][CH2:38][CH2:39][N:40]3[CH2:44][CH2:43][CH2:42][CH2:41]3)=[C:31]([O:34][CH3:35])[CH:32]=2)[N:27]=[CH:26][N:25]=1.